From a dataset of Forward reaction prediction with 1.9M reactions from USPTO patents (1976-2016). Predict the product of the given reaction. (1) Given the reactants [F:1][C:2]([F:7])([F:6])[C:3]([OH:5])=[O:4].[CH2:8]([S:10]([N:13]1[CH2:18][CH2:17][CH:16]([C:19]2[C:27]3[C:22](=[C:23]([C:41]([NH2:43])=[O:42])[CH:24]=[C:25]([C:28]4[CH:33]=[CH:32][CH:31]=[C:30]([CH:34]([NH:36][CH2:37]C(C)C)[CH3:35])[CH:29]=4)[CH:26]=3)[NH:21][CH:20]=2)[CH2:15][CH2:14]1)(=[O:12])=[O:11])[CH3:9].[CH3:44][CH:45](C)[CH2:46]N, predict the reaction product. The product is: [F:1][C:2]([F:7])([F:6])[C:3]([OH:5])=[O:4].[CH2:8]([S:10]([N:13]1[CH2:14][CH2:15][CH:16]([C:19]2[C:27]3[C:22](=[C:23]([C:41]([NH2:43])=[O:42])[CH:24]=[C:25]([C:28]4[CH:33]=[CH:32][CH:31]=[C:30]([CH:34]([N:36]5[CH2:37][CH2:46][CH2:45][CH2:44]5)[CH3:35])[CH:29]=4)[CH:26]=3)[NH:21][CH:20]=2)[CH2:17][CH2:18]1)(=[O:12])=[O:11])[CH3:9]. (2) Given the reactants [CH2:1]([CH:5]1[CH:9](O)[C:8]2[CH:11]=[C:12]([NH:15][C:16](=[O:18])[CH3:17])[CH:13]=[CH:14][C:7]=2[O:6]1)[CH2:2][CH2:3][CH3:4].O.C1(C)C=CC(S(O)(=O)=O)=CC=1, predict the reaction product. The product is: [CH2:1]([C:5]1[O:6][C:7]2[CH:14]=[CH:13][C:12]([NH:15][C:16](=[O:18])[CH3:17])=[CH:11][C:8]=2[CH:9]=1)[CH2:2][CH2:3][CH3:4]. (3) The product is: [Br:1][C:2]1[CH:7]=[CH:6][CH:5]=[C:4]([N+:8]([O-:10])=[O:9])[C:3]=1[NH:12][C:13]1[CH:14]=[N:15][CH:16]=[C:17]([F:19])[CH:18]=1. Given the reactants [Br:1][C:2]1[CH:7]=[CH:6][CH:5]=[C:4]([N+:8]([O-:10])=[O:9])[C:3]=1F.[NH2:12][C:13]1[CH:14]=[N:15][CH:16]=[C:17]([F:19])[CH:18]=1.CC(C)([O-])C.[K+].O, predict the reaction product. (4) The product is: [CH3:1][O:2][C:3](=[O:50])[CH2:4][N:5]([CH2:52][CH2:53][CH3:54])[CH2:6][CH2:7][NH:8][C:9]([C@:11]12[CH2:46][CH2:45][C@@H:44]([C:47]([CH3:49])=[CH2:48])[C@@H:12]1[C@@H:13]1[C@@:26]([CH3:29])([CH2:27][CH2:28]2)[C@@:25]2([CH3:30])[C@@H:16]([C@:17]3([CH3:43])[C@@H:22]([CH2:23][CH2:24]2)[C:21]([CH3:32])([CH3:31])[C:20]([C:33]2[CH:34]=[CH:35][C:36]([C:37]([O:39][CH3:40])=[O:38])=[CH:41][CH:42]=2)=[CH:19][CH2:18]3)[CH2:15][CH2:14]1)=[O:10]. Given the reactants [CH3:1][O:2][C:3](=[O:50])[CH2:4][NH:5][CH2:6][CH2:7][NH:8][C:9]([C@:11]12[CH2:46][CH2:45][C@@H:44]([C:47]([CH3:49])=[CH2:48])[C@@H:12]1[C@@H:13]1[C@@:26]([CH3:29])([CH2:27][CH2:28]2)[C@@:25]2([CH3:30])[C@@H:16]([C@:17]3([CH3:43])[C@@H:22]([CH2:23][CH2:24]2)[C:21]([CH3:32])([CH3:31])[C:20]([C:33]2[CH:42]=[CH:41][C:36]([C:37]([O:39][CH3:40])=[O:38])=[CH:35][CH:34]=2)=[CH:19][CH2:18]3)[CH2:15][CH2:14]1)=[O:10].I[CH2:52][CH2:53][CH3:54].C(=O)([O-])[O-].[K+].[K+], predict the reaction product. (5) Given the reactants [Cl:1][C:2]1[CH:3]=[CH:4][C:5]([NH:11][C:12]2[C:17]([Cl:18])=[CH:16][N:15]=[C:14]([NH:19][C:20]3[N:24]([CH:25]([CH3:27])[CH3:26])[N:23]=[C:22]([CH3:28])[CH:21]=3)[CH:13]=2)=[C:6]([CH:10]=1)[C:7]([OH:9])=O.C1C=CC2[N:37]([OH:38])N=NC=2C=1.[CH2:39](Cl)CCl.CCN(C(C)C)C(C)C, predict the reaction product. The product is: [Cl:1][C:2]1[CH:3]=[CH:4][C:5]([NH:11][C:12]2[C:17]([Cl:18])=[CH:16][N:15]=[C:14]([NH:19][C:20]3[N:24]([CH:25]([CH3:27])[CH3:26])[N:23]=[C:22]([CH3:28])[CH:21]=3)[CH:13]=2)=[C:6]([CH:10]=1)[C:7]([NH:37][O:38][CH3:39])=[O:9]. (6) Given the reactants [CH3:1][C@@H:2]1[O:9]C(=O)[C@H](C)[O:5][C:3]1=[O:4].[CH2:11]([O:18][C:19]([NH:21][CH2:22][CH2:23][CH2:24][CH2:25][CH:26]1[C:31](=[O:32])[O:30]CC(=O)[NH:27]1)=[O:20])[C:12]1[CH:17]=[CH:16][CH:15]=[CH:14][CH:13]=1, predict the reaction product. The product is: [C:3]([OH:5])(=[O:4])[CH2:2][OH:9].[CH2:11]([O:18][C:19]([NH:21][CH2:22][CH2:23][CH2:24][CH2:25][C@@H:26]([C:31]([OH:32])=[O:30])[NH2:27])=[O:20])[C:12]1[CH:13]=[CH:14][CH:15]=[CH:16][CH:17]=1.[C:3]([OH:5])(=[O:4])[C@H:2]([CH3:1])[OH:9]. (7) Given the reactants F[C:2]1[CH:9]=[CH:8][C:7]([CH2:10][O:11][C:12]2[CH:17]=[CH:16][C:15]([C:18]3[CH:23]=[C:22]([F:24])[C:21]([F:25])=[CH:20][C:19]=3[O:26][CH3:27])=[CH:14][CH:13]=2)=[CH:6][C:3]=1[C:4]#[N:5].[NH2:28][NH2:29], predict the reaction product. The product is: [F:25][C:21]1[C:22]([F:24])=[CH:23][C:18]([C:15]2[CH:14]=[CH:13][C:12]([O:11][CH2:10][C:7]3[CH:6]=[C:3]4[C:2](=[CH:9][CH:8]=3)[NH:29][N:28]=[C:4]4[NH2:5])=[CH:17][CH:16]=2)=[C:19]([O:26][CH3:27])[CH:20]=1.